From a dataset of Reaction yield outcomes from USPTO patents with 853,638 reactions. Predict the reaction yield, written as a fraction of the theoretical maximum amount of product (1.0 means a 100% yield; for example, 0.34 means a 34% yield). The reactants are [C:1]1([CH2:7][O:8][C:9]2[CH:10]=[C:11]([C@@H:15]3[N:19]([C:20]([O:22][C:23]([CH3:26])([CH3:25])[CH3:24])=[O:21])[C@H:18]([C:27]([O:29][CH3:30])=[O:28])[CH2:17][CH2:16]3)[CH:12]=[CH:13][CH:14]=2)[CH:6]=[CH:5][CH:4]=[CH:3][CH:2]=1.[Li+].C[Si]([N-][Si](C)(C)C)(C)C.Br[CH2:42][C:43]#[N:44]. The catalyst is C1COCC1. The product is [C:43]([CH2:42][C@@:18]1([C:27]([O:29][CH3:30])=[O:28])[CH2:17][CH2:16][C@H:15]([C:11]2[CH:12]=[CH:13][CH:14]=[C:9]([O:8][CH2:7][C:1]3[CH:6]=[CH:5][CH:4]=[CH:3][CH:2]=3)[CH:10]=2)[N:19]1[C:20]([O:22][C:23]([CH3:26])([CH3:25])[CH3:24])=[O:21])#[N:44]. The yield is 0.540.